Dataset: Forward reaction prediction with 1.9M reactions from USPTO patents (1976-2016). Task: Predict the product of the given reaction. (1) Given the reactants [CH3:1][C:2]([CH3:22])([CH3:21])[C@H:3]([OH:20])[CH2:4][N:5]1[CH:9]=[C:8]([C:10]2[CH:15]=[CH:14][C:13]([C:16]([F:19])([F:18])[F:17])=[CH:12][CH:11]=2)[CH:7]=[N:6]1.C([Li])CCC.Cl[C:29]([O:31][C:32]1[CH:37]=[CH:36][C:35]([N+:38]([O-:40])=[O:39])=[CH:34][CH:33]=1)=[O:30].C(=O)(O)[O-].[Na+], predict the reaction product. The product is: [C:29](=[O:30])([O:31][C:32]1[CH:33]=[CH:34][C:35]([N+:38]([O-:40])=[O:39])=[CH:36][CH:37]=1)[O:20][C@H:3]([CH2:4][N:5]1[CH:9]=[C:8]([C:10]2[CH:15]=[CH:14][C:13]([C:16]([F:19])([F:18])[F:17])=[CH:12][CH:11]=2)[CH:7]=[N:6]1)[C:2]([CH3:22])([CH3:21])[CH3:1]. (2) Given the reactants COC1C=CC(C)=CC=1C(N[C@H]1CCC[C@@H]1NC1C=NC(C(F)(F)F)=CN=1)=O.Cl.[F:30][C:31]([F:46])([F:45])[C:32]1[N:33]=[CH:34][C:35]([NH:38][C@H:39]2[CH2:43][CH2:42][CH2:41][C@@H:40]2[NH2:44])=[N:36][CH:37]=1.[F:47][C:48]1[CH:49]=[CH:50][C:51]([C:57]2[N:62]=[CH:61][CH:60]=[CH:59][N:58]=2)=[C:52]([CH:56]=1)[C:53](O)=[O:54], predict the reaction product. The product is: [F:47][C:48]1[CH:49]=[CH:50][C:51]([C:57]2[N:58]=[CH:59][CH:60]=[CH:61][N:62]=2)=[C:52]([CH:56]=1)[C:53]([NH:44][C@H:40]1[CH2:41][CH2:42][CH2:43][C@@H:39]1[NH:38][C:35]1[CH:34]=[N:33][C:32]([C:31]([F:30])([F:45])[F:46])=[CH:37][N:36]=1)=[O:54]. (3) The product is: [F:16][C:13]1[CH:14]=[CH:15][C:10]([C:8]2[N:9]=[C:5]([CH2:4][C:3]3[CH:21]=[CH:22][CH:23]=[CH:24][C:2]=3[C:31]3[CH:30]=[CH:29][CH:28]=[C:27]([O:26][CH3:25])[CH:32]=3)[S:6][C:7]=2[CH2:17][C:18]([OH:20])=[O:19])=[CH:11][CH:12]=1. Given the reactants Br[C:2]1[CH:24]=[CH:23][CH:22]=[CH:21][C:3]=1[CH2:4][C:5]1[S:6][C:7]([CH2:17][C:18]([OH:20])=[O:19])=[C:8]([C:10]2[CH:15]=[CH:14][C:13]([F:16])=[CH:12][CH:11]=2)[N:9]=1.[CH3:25][O:26][C:27]1[CH:28]=[C:29](B(O)O)[CH:30]=[CH:31][CH:32]=1, predict the reaction product.